From a dataset of Catalyst prediction with 721,799 reactions and 888 catalyst types from USPTO. Predict which catalyst facilitates the given reaction. (1) Reactant: C([N:8]1[CH2:12][CH2:11][C:10]([C:17]2[CH:22]=[C:21]([C:23]([F:26])([F:25])[F:24])[N:20]=[C:19]([C:27]([F:30])([F:29])[F:28])[CH:18]=2)([C:13]([F:16])([F:15])[F:14])[CH2:9]1)C1C=CC=CC=1.ClC(OC(Cl)C)=O. Product: [F:30][C:27]([F:28])([F:29])[C:19]1[CH:18]=[C:17]([C:10]2([C:13]([F:14])([F:15])[F:16])[CH2:11][CH2:12][NH:8][CH2:9]2)[CH:22]=[C:21]([C:23]([F:24])([F:25])[F:26])[N:20]=1. The catalyst class is: 68. (2) Reactant: [CH2:1]([C:5]1[N:6]=[C:7]([CH2:27][CH2:28][O:29][CH3:30])[NH:8][C:9](=[O:26])[C:10]=1[CH2:11][C:12]1[CH:17]=[CH:16][C:15]([C:18]2[C:19]([C:24]#[N:25])=[CH:20][CH:21]=[CH:22][CH:23]=2)=[CH:14][CH:13]=1)[CH2:2][CH2:3][CH3:4].[O:31]1[C:35]2[CH:36]=[CH:37][C:38](B(O)O)=[CH:39][C:34]=2[CH2:33][CH2:32]1.N1C=CC=CC=1.C(N(CC)CC)C. Product: [CH2:1]([C:5]1[N:6]=[C:7]([CH2:27][CH2:28][O:29][CH3:30])[N:8]([C:38]2[CH:37]=[CH:36][C:35]3[O:31][CH2:32][CH2:33][C:34]=3[CH:39]=2)[C:9](=[O:26])[C:10]=1[CH2:11][C:12]1[CH:17]=[CH:16][C:15]([C:18]2[C:19]([C:24]#[N:25])=[CH:20][CH:21]=[CH:22][CH:23]=2)=[CH:14][CH:13]=1)[CH2:2][CH2:3][CH3:4]. The catalyst class is: 651. (3) Reactant: [CH2:1]([NH:3][C:4]([NH:6][C:7]1[N:23]=[C:10]2[CH:11]=[C:12]([C:17]3[CH:18]=[N:19][CH:20]=[CH:21][CH:22]=3)[CH:13]=[C:14]([CH:15]=[O:16])[N:9]2[N:8]=1)=[O:5])[CH3:2].S([CH2:34][N+:35]#[C-:36])(C1C=CC(C)=CC=1)(=O)=O.C([O-])([O-])=O.[K+].[K+]. Product: [CH2:1]([NH:3][C:4]([NH:6][C:7]1[N:23]=[C:10]2[CH:11]=[C:12]([C:17]3[CH:18]=[N:19][CH:20]=[CH:21][CH:22]=3)[CH:13]=[C:14]([C:15]3[O:16][CH:36]=[N:35][CH:34]=3)[N:9]2[N:8]=1)=[O:5])[CH3:2]. The catalyst class is: 5. (4) Reactant: C([O:8][C:9](=[O:24])[C@H:10]([CH3:23])[C@H:11]([NH:15][C:16]([O:18][C:19]([CH3:22])([CH3:21])[CH3:20])=[O:17])[C:12](O)=O)C1C=CC=CC=1.CN1CCOCC1.ClC(OCC(C)C)=O.[C:40]([C:44]1[CH:45]=[C:46]([NH2:51])[C:47]([NH2:50])=[CH:48][CH:49]=1)([CH3:43])([CH3:42])[CH3:41]. Product: [C:19]([O:18][C:16]([NH:15][C@H:11]([C:12]1[NH:50][C:47]2[CH:48]=[CH:49][C:44]([C:40]([CH3:43])([CH3:41])[CH3:42])=[CH:45][C:46]=2[N:51]=1)[C@@H:10]([CH3:23])[C:9]([OH:24])=[O:8])=[O:17])([CH3:22])([CH3:20])[CH3:21]. The catalyst class is: 7. (5) Reactant: C(OC(=O)[NH:7][CH2:8][C:9]#[C:10][CH2:11][NH:12][C:13](=[O:33])[CH2:14][CH2:15][CH2:16][CH2:17][CH:18]([C:26]1[CH:31]=[CH:30][C:29]([F:32])=[CH:28][CH:27]=1)[C:19]1[CH:24]=[CH:23][C:22]([F:25])=[CH:21][CH:20]=1)(C)(C)C.C(O)(C(F)(F)F)=O. Product: [NH2:7][CH2:8][C:9]#[C:10][CH2:11][NH:12][C:13](=[O:33])[CH2:14][CH2:15][CH2:16][CH2:17][CH:18]([C:26]1[CH:31]=[CH:30][C:29]([F:32])=[CH:28][CH:27]=1)[C:19]1[CH:24]=[CH:23][C:22]([F:25])=[CH:21][CH:20]=1. The catalyst class is: 2. (6) Reactant: C([Mg]Br)C.[CH3:5][C:6]1[NH:14][C:13]2[C:8](=[N:9][C:10]([CH3:15])=[CH:11][CH:12]=2)[CH:7]=1.[CH3:16][S:17]([C:20]1[CH:27]=[CH:26][C:23]([CH2:24]Br)=[CH:22][CH:21]=1)(=[O:19])=[O:18].CN(C=O)C. Product: [CH3:5][C:6]1[NH:14][C:13]2[C:8](=[N:9][C:10]([CH3:15])=[CH:11][CH:12]=2)[C:7]=1[CH2:24][C:23]1[CH:22]=[CH:21][C:20]([S:17]([CH3:16])(=[O:19])=[O:18])=[CH:27][CH:26]=1. The catalyst class is: 1.